From a dataset of Full USPTO retrosynthesis dataset with 1.9M reactions from patents (1976-2016). Predict the reactants needed to synthesize the given product. (1) Given the product [CH2:13]([C:17]1[N:22]2[N:23]=[CH:24][N:25]=[C:21]2[N:20]([CH:26]2[CH2:31][CH2:30][O:29][C:28]([CH3:32])([CH3:33])[CH2:27]2)[C:19](=[O:34])[C:18]=1[CH2:35][C:36]1[CH:41]=[CH:40][C:39]([C:42]2[CH:47]=[CH:46][CH:45]=[CH:44][C:43]=2[C:48]2[NH:3][C:4](=[O:7])[O:5][N:49]=2)=[CH:38][CH:37]=1)[CH2:14][CH2:15][CH3:16], predict the reactants needed to synthesize it. The reactants are: [Cl-].O[NH3+:3].[C:4](=[O:7])([O-])[OH:5].[Na+].CS(C)=O.[CH2:13]([C:17]1[N:22]2[N:23]=[CH:24][N:25]=[C:21]2[N:20]([CH:26]2[CH2:31][CH2:30][O:29][C:28]([CH3:33])([CH3:32])[CH2:27]2)[C:19](=[O:34])[C:18]=1[CH2:35][C:36]1[CH:41]=[CH:40][C:39]([C:42]2[C:43]([C:48]#[N:49])=[CH:44][CH:45]=[CH:46][CH:47]=2)=[CH:38][CH:37]=1)[CH2:14][CH2:15][CH3:16]. (2) Given the product [CH3:36][O:37][C:38]1[CH:43]=[C:42]([O:44][CH3:45])[N:41]=[C:40]([NH:46][C:17]([C@@H:9]2[CH2:10][C:11](=[N:13][O:14][CH2:15][CH3:16])[CH2:12][N:8]2[C:6](=[O:7])[C:30]2[CH:29]=[CH:28][C:27]([O:20][C:21]3[CH:22]=[CH:23][CH:24]=[CH:25][CH:26]=3)=[CH:35][CH:34]=2)=[O:19])[N:39]=1, predict the reactants needed to synthesize it. The reactants are: C(O[C:6]([N:8]1[CH2:12][C:11](=[N:13][O:14][CH2:15][CH3:16])[CH2:10][C@H:9]1[C:17]([OH:19])=O)=[O:7])(C)(C)C.[O:20]([C:27]1[CH:35]=[CH:34][C:30](C(Cl)=O)=[CH:29][CH:28]=1)[C:21]1[CH:26]=[CH:25][CH:24]=[CH:23][CH:22]=1.[CH3:36][O:37][C:38]1[CH:43]=[C:42]([O:44][CH3:45])[N:41]=[C:40]([NH2:46])[N:39]=1. (3) Given the product [CH2:30]([C:29]([C:26]1[CH:25]=[CH:24][C:23]([O:22][CH2:21][C:20]([O:19][CH2:17][CH3:18])=[O:35])=[CH:28][CH:27]=1)=[C:8]([C:10]1[CH:15]=[CH:14][C:13]([OH:16])=[CH:12][CH:11]=1)[C:5]1[CH:6]=[CH:7][C:2]([OH:1])=[CH:3][CH:4]=1)[CH2:31][CH2:32][CH3:33], predict the reactants needed to synthesize it. The reactants are: [OH:1][C:2]1[CH:7]=[CH:6][C:5]([C:8]([C:10]2[CH:15]=[CH:14][C:13]([OH:16])=[CH:12][CH:11]=2)=O)=[CH:4][CH:3]=1.[CH2:17]([O:19][C:20](=[O:35])[CH2:21][O:22][C:23]1[CH:28]=[CH:27][C:26]([C:29](=O)[CH2:30][CH2:31][CH2:32][CH3:33])=[CH:25][CH:24]=1)[CH3:18].C([O-])([O-])=O.[K+].[K+]. (4) The reactants are: C(N(CC)C(C)C)(C)C.[CH3:10][N:11]1[CH2:16][CH2:15][NH:14][CH2:13][CH:12]1[CH2:17][CH2:18][OH:19].F[C:21]1[CH:26]=[CH:25][C:24]([N+:27]([O-:29])=[O:28])=[C:23]([O:30][CH:31]([CH3:33])[CH3:32])[CH:22]=1. Given the product [CH3:10][N:11]1[CH2:16][CH2:15][N:14]([C:21]2[CH:26]=[CH:25][C:24]([N+:27]([O-:29])=[O:28])=[C:23]([O:30][CH:31]([CH3:33])[CH3:32])[CH:22]=2)[CH2:13][CH:12]1[CH2:17][CH2:18][OH:19], predict the reactants needed to synthesize it. (5) Given the product [OH:1][CH2:2][CH2:3][N:4]1[CH2:9][CH2:8][N:7]([C:16]2[CH:15]=[CH:14][C:13]([N+:10]([O-:12])=[O:11])=[CH:18][C:17]=2[CH3:19])[CH2:6][CH2:5]1, predict the reactants needed to synthesize it. The reactants are: [OH:1][CH2:2][CH2:3][N:4]1[CH2:9][CH2:8][NH:7][CH2:6][CH2:5]1.[N+:10]([C:13]1[CH:14]=[CH:15][C:16](F)=[C:17]([CH3:19])[CH:18]=1)([O-:12])=[O:11].C(N(CC)C(C)C)(C)C.